From a dataset of Forward reaction prediction with 1.9M reactions from USPTO patents (1976-2016). Predict the product of the given reaction. (1) Given the reactants [CH:1]1([C:4]2[NH:8][N:7]=[C:6]([NH:9][C:10]3[C:19]4[C:14](=[CH:15][CH:16]=[CH:17][CH:18]=4)[N:13]=[C:12](Cl)[N:11]=3)[CH:5]=2)[CH2:3][CH2:2]1.[CH3:21][CH:22]1[CH2:27][CH2:26][NH:25][CH2:24][CH2:23]1.C(=O)([O-])[O-].[K+].[K+], predict the reaction product. The product is: [CH:1]1([C:4]2[CH:5]=[C:6]([NH:9][C:10]3[C:19]4[C:14](=[CH:15][CH:16]=[CH:17][CH:18]=4)[N:13]=[C:12]([N:25]4[CH2:26][CH2:27][CH:22]([CH3:21])[CH2:23][CH2:24]4)[N:11]=3)[NH:7][N:8]=2)[CH2:3][CH2:2]1. (2) Given the reactants [CH:1]1([C:7]2[C:8]3[CH:9]=[CH:10][C:11]([C:33]([O:35][CH3:36])=[O:34])=[CH:12][C:13]=3[N:14]3[C:21]=2[C:20]2[CH:22]=[CH:23][CH:24]=[CH:25][C:19]=2[O:18][CH2:17][C@@H:16]([O:26][CH2:27][CH:28]2[CH2:32][CH2:31][CH2:30][NH:29]2)[CH2:15]3)[CH2:6][CH2:5][CH2:4][CH2:3][CH2:2]1.[CH3:37][N:38]([CH2:46][CH:47]=O)[C:39](=[O:45])[O:40][C:41]([CH3:44])([CH3:43])[CH3:42].[BH3-]C#N.[Na+], predict the reaction product. The product is: [C:41]([O:40][C:39]([N:38]([CH3:37])[CH2:46][CH2:47][N:29]1[CH2:30][CH2:31][CH2:32][CH:28]1[CH2:27][O:26][C@H:16]1[CH2:15][N:14]2[C:13]3[CH:12]=[C:11]([C:33]([O:35][CH3:36])=[O:34])[CH:10]=[CH:9][C:8]=3[C:7]([CH:1]3[CH2:2][CH2:3][CH2:4][CH2:5][CH2:6]3)=[C:21]2[C:20]2[CH:22]=[CH:23][CH:24]=[CH:25][C:19]=2[O:18][CH2:17]1)=[O:45])([CH3:44])([CH3:43])[CH3:42]. (3) Given the reactants [C:1]1(B(O)O)[CH:6]=[CH:5][CH:4]=[CH:3][CH:2]=1.[CH2:10]([O:17][C:18]1[C:19]2[C:20]3[N:30]=[C:29](Br)[CH:28]=[C:27]([C:32]([O:34][CH3:35])=[O:33])[C:21]=3[NH:22][C:23]=2[CH:24]=[CH:25][CH:26]=1)[C:11]1[CH:16]=[CH:15][CH:14]=[CH:13][CH:12]=1.[O-]P([O-])([O-])=O.[K+].[K+].[K+].C1(P(C2CCCCC2)C2C=CC=CC=2C2C(C(C)C)=CC(C(C)C)=CC=2C(C)C)CCCCC1, predict the reaction product. The product is: [CH2:10]([O:17][C:18]1[C:19]2[C:20]3[N:30]=[C:29]([C:1]4[CH:6]=[CH:5][CH:4]=[CH:3][CH:2]=4)[CH:28]=[C:27]([C:32]([O:34][CH3:35])=[O:33])[C:21]=3[NH:22][C:23]=2[CH:24]=[CH:25][CH:26]=1)[C:11]1[CH:16]=[CH:15][CH:14]=[CH:13][CH:12]=1. (4) Given the reactants [CH3:1][NH:2][S:3]([CH2:6][CH2:7][C:8]1[CH:13]=[CH:12][C:11]([NH:14][CH2:15][C:16]2[CH:21]=[CH:20][CH:19]=[CH:18][CH:17]=2)=[C:10]([C:22]#[CH:23])[CH:9]=1)(=[O:5])=[O:4].CC(C)([O-])C.[K+].O.CCCCCCC, predict the reaction product. The product is: [CH3:1][NH:2][S:3]([CH2:6][CH2:7][C:8]1[CH:9]=[C:10]2[C:11](=[CH:12][CH:13]=1)[N:14]([CH2:15][C:16]1[CH:21]=[CH:20][CH:19]=[CH:18][CH:17]=1)[CH:23]=[CH:22]2)(=[O:4])=[O:5]. (5) Given the reactants Br[C:2]1[CH:3]=[C:4]([CH:7]=[CH:8][CH:9]=1)[CH2:5][OH:6].[F:10][C:11]([F:22])([F:21])[C:12]1[CH:17]=[CH:16][C:15](B(O)O)=[CH:14][CH:13]=1.C([O-])([O-])=O.[Na+].[Na+], predict the reaction product. The product is: [F:10][C:11]([F:22])([F:21])[C:12]1[CH:17]=[CH:16][C:15]([C:2]2[CH:9]=[CH:8][CH:7]=[C:4]([CH2:5][OH:6])[CH:3]=2)=[CH:14][CH:13]=1. (6) Given the reactants [NH2:1][CH2:2][CH2:3][C:4]1[C:12]2[C:7](=[CH:8][CH:9]=[CH:10][CH:11]=2)[NH:6][CH:5]=1.O=[C:14]1[C:22]2[C:17](=[CH:18][C:19]([C:23]([NH:25][C:26]3[CH:31]=[CH:30][CH:29]=[CH:28][C:27]=3[NH:32][C:33](=[O:39])[O:34][C:35]([CH3:38])([CH3:37])[CH3:36])=[O:24])=[CH:20][CH:21]=2)[CH2:16][CH2:15]1.[BH-](OC(C)=O)(OC(C)=O)OC(C)=O.[Na+].Cl, predict the reaction product. The product is: [C:35]([O:34][C:33](=[O:39])[NH:32][C:27]1[CH:28]=[CH:29][CH:30]=[CH:31][C:26]=1[NH:25][C:23]([C:19]1[CH:18]=[C:17]2[C:22](=[CH:21][CH:20]=1)[CH:14]([NH:1][CH2:2][CH2:3][C:4]1[C:12]3[C:7](=[CH:8][CH:9]=[CH:10][CH:11]=3)[NH:6][CH:5]=1)[CH2:15][CH2:16]2)=[O:24])([CH3:38])([CH3:36])[CH3:37]. (7) Given the reactants [Cl:1][C:2]1[CH:7]=[C:6]([N:8]2[CH2:13][CH2:12][O:11][CH2:10][CH2:9]2)[N:5]=[C:4]([CH2:14][NH2:15])[N:3]=1.[N:16]1[CH:21]=[CH:20][CH:19]=[C:18]([CH:22]=O)[CH:17]=1.C(O)(=O)C.C(O[BH-](OC(=O)C)OC(=O)C)(=O)C.[Na+], predict the reaction product. The product is: [Cl:1][C:2]1[CH:7]=[C:6]([N:8]2[CH2:13][CH2:12][O:11][CH2:10][CH2:9]2)[N:5]=[C:4]([CH2:14][NH:15][CH2:22][C:18]2[CH:17]=[N:16][CH:21]=[CH:20][CH:19]=2)[N:3]=1.